Dataset: Peptide-MHC class II binding affinity with 134,281 pairs from IEDB. Task: Regression. Given a peptide amino acid sequence and an MHC pseudo amino acid sequence, predict their binding affinity value. This is MHC class II binding data. The peptide sequence is AGIMIFDPYGATISA. The MHC is HLA-DQA10201-DQB10202 with pseudo-sequence HLA-DQA10201-DQB10202. The binding affinity (normalized) is 0.277.